This data is from Forward reaction prediction with 1.9M reactions from USPTO patents (1976-2016). The task is: Predict the product of the given reaction. (1) Given the reactants CN([CH:4]=[O:5])C.O[C:7]1[CH:8]=[C:9]([CH:14]=[C:15]([OH:17])[CH:16]=1)[C:10]([O:12][CH3:13])=[O:11].C(=O)([O-])[O-].[K+].[K+].Br[CH2:25][CH2:26][CH2:27][CH2:28][CH2:29][CH2:30][CH2:31][CH2:32][CH2:33][CH2:34][CH2:35][CH3:36], predict the reaction product. The product is: [CH2:25]([O:17][C:15]1[CH:14]=[C:9]([CH:8]=[C:7]([O:5][CH2:4][CH2:35][CH2:34][CH2:33][CH2:32][CH2:31][CH2:30][CH2:29][CH2:28][CH2:27][CH2:26][CH3:25])[CH:16]=1)[C:10]([O:12][CH3:13])=[O:11])[CH2:26][CH2:27][CH2:28][CH2:29][CH2:30][CH2:31][CH2:32][CH2:33][CH2:34][CH2:35][CH3:36]. (2) Given the reactants [Na:1].CC1(C)COC(C[O:10][C:11]2[CH:16]=[CH:15][N:14]=[C:13]([CH2:17][S:18]([C:20]3[NH:24][C:23]4[CH:25]=[CH:26][CH:27]=[CH:28][C:22]=4[N:21]=3)=[O:19])[C:12]=2[CH3:29])OC1.[CH3:31][C:32]1([CH3:41])[CH2:37][O:36][CH:35]([CH2:38][CH2:39]O)[O:34][CH2:33]1, predict the reaction product. The product is: [Na:1].[CH3:31][C:32]1([CH3:41])[CH2:37][O:36][CH:35]([CH2:38][CH2:39][O:10][C:11]2[CH:16]=[CH:15][N:14]=[C:13]([CH2:17][S:18]([C:20]3[NH:24][C:23]4[CH:25]=[CH:26][CH:27]=[CH:28][C:22]=4[N:21]=3)=[O:19])[C:12]=2[CH3:29])[O:34][CH2:33]1. (3) Given the reactants CN1CCN(CC2C=CC(C(NC3C=CC(C)=C(C=3)C(OC)=O)=O)=CC=2)CC1.[F:29][C:30]([F:58])([F:57])[C:31]1[CH:32]=[C:33]([CH:48]=[C:49]([N:51]2[CH:55]=[C:54]([CH3:56])[N:53]=[CH:52]2)[CH:50]=1)[C:34]([NH:36][C:37]1[CH:38]=[CH:39][C:40]([CH3:47])=[C:41]([CH:46]=1)[C:42](OC)=[O:43])=[O:35], predict the reaction product. The product is: [F:58][C:30]([F:29])([F:57])[C:31]1[CH:32]=[C:33]([CH:48]=[C:49]([N:51]2[CH:55]=[C:54]([CH3:56])[N:53]=[CH:52]2)[CH:50]=1)[C:34]([NH:36][C:37]1[CH:38]=[CH:39][C:40]([CH3:47])=[C:41]([CH:42]=[O:43])[CH:46]=1)=[O:35]. (4) Given the reactants [F:1][C:2]1[CH:7]=[CH:6][C:5]([NH:8][CH2:9][CH2:10][N:11]2[C:19](=[O:20])[C:18]3[C:13](=[CH:14][CH:15]=[CH:16][CH:17]=3)[C:12]2=[O:21])=[CH:4][CH:3]=1.[C:22](N1C=CN=C1)([N:24]1[CH:28]=[CH:27][N:26]=[CH:25]1)=[O:23], predict the reaction product. The product is: [O:20]=[C:19]1[C:18]2[C:13](=[CH:14][CH:15]=[CH:16][CH:17]=2)[C:12](=[O:21])[N:11]1[CH2:10][CH2:9][N:8]([C:5]1[CH:6]=[CH:7][C:2]([F:1])=[CH:3][CH:4]=1)[C:22]([N:24]1[CH:28]=[CH:27][N:26]=[CH:25]1)=[O:23]. (5) Given the reactants [Cl:1][C:2]1[CH:3]=[CH:4][C:5]([O:10][CH2:11][C:12]([N:14]2[CH2:19][C@H:18]([CH3:20])[N:17]([CH2:21][C:22]3[CH:27]=[CH:26][C:25]([F:28])=[CH:24][CH:23]=3)[CH2:16][C@H:15]2[CH3:29])=[O:13])=[C:6]([CH:9]=1)[CH2:7][NH2:8].[O:30]=[C:31]1[C:39]2[C:34](=[CH:35][CH:36]=[CH:37][CH:38]=2)[C:33](=[O:40])[N:32]1[CH2:41][CH2:42][S:43](Cl)(=[O:45])=[O:44].C(N(CC)CC)C, predict the reaction product. The product is: [Cl:1][C:2]1[CH:3]=[CH:4][C:5]([O:10][CH2:11][C:12]([N:14]2[CH2:19][C@H:18]([CH3:20])[N:17]([CH2:21][C:22]3[CH:23]=[CH:24][C:25]([F:28])=[CH:26][CH:27]=3)[CH2:16][C@H:15]2[CH3:29])=[O:13])=[C:6]([CH:9]=1)[CH2:7][NH:8][S:43]([CH2:42][CH2:41][N:32]1[C:31](=[O:30])[C:39]2[C:34](=[CH:35][CH:36]=[CH:37][CH:38]=2)[C:33]1=[O:40])(=[O:44])=[O:45]. (6) The product is: [NH2:31][C:27]1[N:26]=[CH:25][N:24]=[C:23]2[C:28]=1[N:29]=[CH:30][N:22]2[C@H:14]1[C@@H:15]2[O:19][C:18]([CH3:20])([CH3:21])[O:17][C@@H:16]2[C@@H:12]([CH2:11][NH:10][C@H:2]2[CH2:5][C@H:4]([C:6]([O:8][CH3:9])=[O:7])[CH2:3]2)[O:13]1. Given the reactants O=[C:2]1[CH2:5][CH:4]([C:6]([O:8][CH3:9])=[O:7])[CH2:3]1.[NH2:10][CH2:11][C@@H:12]1[C@H:16]2[O:17][C:18]([CH3:21])([CH3:20])[O:19][C@H:15]2[C@H:14]([N:22]2[CH:30]=[N:29][C:28]3[C:23]2=[N:24][CH:25]=[N:26][C:27]=3[NH2:31])[O:13]1.[BH3-]C#N.[Na+], predict the reaction product. (7) Given the reactants C(N(CC)CC)C.[C:8]([O:12][C:13](=[O:29])[NH:14][C:15]1[CH:27]=[CH:26][C:25]2[C:24]3[C:19](=[CH:20][C:21]([NH2:28])=[CH:22][CH:23]=3)[CH2:18][C:17]=2[CH:16]=1)([CH3:11])([CH3:10])[CH3:9].[CH3:30][CH2:31][CH2:32][C:33](Cl)=O, predict the reaction product. The product is: [C:8]([O:12][C:13](=[O:29])[NH:14][C:15]1[CH:27]=[CH:26][C:25]2[C:24]3[C:19](=[CH:20][C:21]([NH:28][CH2:30][CH2:31][CH2:32][CH3:33])=[CH:22][CH:23]=3)[CH2:18][C:17]=2[CH:16]=1)([CH3:11])([CH3:9])[CH3:10]. (8) Given the reactants [O:1]=[C:2]1[CH2:7][CH2:6][O:5][CH:4]([CH2:8][O:9][S:10]([C:13]2[CH:18]=[CH:17][C:16]([N+:19]([O-:21])=[O:20])=[CH:15][CH:14]=2)(=[O:12])=[O:11])[CH2:3]1.[CH2:22](O)[CH2:23][OH:24].C1(C)C=CC(S(O)(=O)=O)=CC=1, predict the reaction product. The product is: [O:24]1[C:2]2([CH2:7][CH2:6][O:5][CH:4]([CH2:8][O:9][S:10]([C:13]3[CH:18]=[CH:17][C:16]([N+:19]([O-:21])=[O:20])=[CH:15][CH:14]=3)(=[O:11])=[O:12])[CH2:3]2)[O:1][CH2:22][CH2:23]1. (9) Given the reactants CS[C:3]1[S:4]/[C:5](=[CH:9]\[C:10]2[CH:11]=[C:12]3[C:17](=[CH:18][CH:19]=2)[N:16]=[CH:15][CH:14]=[CH:13]3)/[C:6](=[O:8])[N:7]=1.[CH3:20][O:21][C:22]1[CH:23]=[C:24]([C@@H:28]([NH2:30])[CH3:29])[CH:25]=[CH:26][CH:27]=1.CCN(C(C)C)C(C)C, predict the reaction product. The product is: [CH3:20][O:21][C:22]1[CH:23]=[C:24]([C@@H:28]([NH:30][C:3]2[S:4]/[C:5](=[CH:9]\[C:10]3[CH:11]=[C:12]4[C:17](=[CH:18][CH:19]=3)[N:16]=[CH:15][CH:14]=[CH:13]4)/[C:6](=[O:8])[N:7]=2)[CH3:29])[CH:25]=[CH:26][CH:27]=1. (10) Given the reactants [Cl:1][C:2]1[CH:7]=[CH:6][C:5]([C:8]([CH3:13])([CH3:12])[C:9](O)=[O:10])=[CH:4][CH:3]=1.O[N:15]1C2C=CC=CC=2N=[N:16]1.Cl.C(N=C=NCCCN(C)C)C, predict the reaction product. The product is: [Cl:1][C:2]1[CH:7]=[CH:6][C:5]([C:8]([CH3:13])([CH3:12])[C:9]([NH:15][NH2:16])=[O:10])=[CH:4][CH:3]=1.